Dataset: Forward reaction prediction with 1.9M reactions from USPTO patents (1976-2016). Task: Predict the product of the given reaction. (1) The product is: [CH3:1][N:2]([CH3:7])[S:3]([N:17]1[CH:18]=[CH:19][N:20]=[C:16]1[CH3:15])(=[O:5])=[O:4]. Given the reactants [CH3:1][N:2]([CH3:7])[S:3](Cl)(=[O:5])=[O:4].CCN(CC)CC.[CH3:15][C:16]1[NH:17][CH:18]=[CH:19][N:20]=1, predict the reaction product. (2) Given the reactants [CH2:1]([C:3]1[S:7][C:6]([C:8]2[O:12][N:11]=[C:10]([C:13]3[CH:18]=[C:17]([CH3:19])[C:16]([OH:20])=[C:15]([CH3:21])[CH:14]=3)[N:9]=2)=[CH:5][CH:4]=1)[CH3:2].Cl[CH2:23][C@H:24]([OH:27])[CH2:25][OH:26], predict the reaction product. The product is: [CH2:1]([C:3]1[S:7][C:6]([C:8]2[O:12][N:11]=[C:10]([C:13]3[CH:18]=[C:17]([CH3:19])[C:16]([O:20][CH2:23][C@H:24]([OH:27])[CH2:25][OH:26])=[C:15]([CH3:21])[CH:14]=3)[N:9]=2)=[CH:5][CH:4]=1)[CH3:2]. (3) Given the reactants [NH2:1][C:2]1[C:3]2[N:11]=[C:10]([C:12]3[CH:13]=[C:14]([CH:18]=[CH:19][CH:20]=3)[C:15]([OH:17])=O)[CH:9]=[CH:8][C:4]=2[N:5]=[CH:6][N:7]=1.CN.C1COCC1.[CH3:28][N:29](C(ON1N=NC2C=CC=NC1=2)=[N+](C)C)C.F[P-](F)(F)(F)(F)F.CCN(C(C)C)C(C)C, predict the reaction product. The product is: [NH2:1][C:2]1[C:3]2[N:11]=[C:10]([C:12]3[CH:13]=[C:14]([CH:18]=[CH:19][CH:20]=3)[C:15]([NH:29][CH3:28])=[O:17])[CH:9]=[CH:8][C:4]=2[N:5]=[CH:6][N:7]=1.